Dataset: Full USPTO retrosynthesis dataset with 1.9M reactions from patents (1976-2016). Task: Predict the reactants needed to synthesize the given product. (1) The reactants are: C([O:3][C:4](=[O:47])[CH2:5][CH2:6][C:7]([N:9]([CH2:13][C@H:14]1[N:19]([C:20]([C:22]2[CH:26]=[C:25]([CH3:27])[N:24]([C:28]3[CH:33]=[CH:32][CH:31]=[CH:30][CH:29]=3)[C:23]=2[C:34]2[CH:39]=[CH:38][CH:37]=[CH:36][CH:35]=2)=[O:21])[CH2:18][CH2:17][N:16]([C:40]([O:42][C:43]([CH3:46])([CH3:45])[CH3:44])=[O:41])[CH2:15]1)[CH:10]([CH3:12])[CH3:11])=[O:8])C.[OH-].[Li+].C(O)(=O)CC(CC(O)=O)(C(O)=O)O. Given the product [C:43]([O:42][C:40]([N:16]1[CH2:17][CH2:18][N:19]([C:20]([C:22]2[CH:26]=[C:25]([CH3:27])[N:24]([C:28]3[CH:33]=[CH:32][CH:31]=[CH:30][CH:29]=3)[C:23]=2[C:34]2[CH:39]=[CH:38][CH:37]=[CH:36][CH:35]=2)=[O:21])[C@H:14]([CH2:13][N:9]([CH:10]([CH3:12])[CH3:11])[C:7](=[O:8])[CH2:6][CH2:5][C:4]([OH:47])=[O:3])[CH2:15]1)=[O:41])([CH3:46])([CH3:45])[CH3:44], predict the reactants needed to synthesize it. (2) Given the product [CH:33]1[C:45]2[CH:44]([NH:46][C:19](=[O:21])[C:18]3[CH:22]=[C:23]([O:24][CH3:25])[C:15]([O:14][CH2:6][C:7]4[CH:8]=[CH:9][CH:10]=[CH:11][CH:12]=4)=[CH:16][C:17]=3[N+:26]([O-:28])=[O:27])[C:43]3[C:38](=[CH:39][CH:40]=[CH:41][CH:42]=3)[C:37]=2[CH:36]=[CH:35][CH:34]=1, predict the reactants needed to synthesize it. The reactants are: CN(C=O)C.[C:6]([O:14][C:15]1[C:23]([O:24][CH3:25])=[CH:22][C:18]([C:19]([OH:21])=O)=[C:17]([N+:26]([O-:28])=[O:27])[CH:16]=1)(=O)[C:7]1[CH:12]=[CH:11][CH:10]=[CH:9][CH:8]=1.S(Cl)(Cl)=O.[CH:33]1[C:45]2[CH:44]([NH2:46])[C:43]3[C:38](=[CH:39][CH:40]=[CH:41][CH:42]=3)[C:37]=2[CH:36]=[CH:35][CH:34]=1. (3) Given the product [C:38]([OH:40])(=[O:39])[C@H:37]([C:6]1[CH:5]=[CH:4][CH:3]=[CH:2][CH:1]=1)[OH:58], predict the reactants needed to synthesize it. The reactants are: [CH2:1]1[C@H:6](N)[C@@H:5](O[C@H]2O[C@H](CN)[C@@H](O)[C@H](O)[C@H]2O)[C@H:4](O)[C@@H:3](O[C@H]2O[C@H](CO)[C@@H](O)[C@H](N)[C@H]2O)[C@@H:2]1N.C[C@@H]1[O:39][C@@H:38]([O:40][C@H]2[C@H](O)[C@@H](O)[C@H](NC(N)=N)[C@@H](O)[C@@H]2NC(N)=N)[C@H:37]([O:58][C@@H]2O[C@@H](CO)[C@H](O)[C@@H](O)[C@@H]2NC)[C@@]1(O)C=O.CC(S[C@@H]1O[C@H](CO)[C@H](O)[C@H](O)[C@H]1O)C.CCCCCCCCCCCCCCCC.C=CC1C=CC=CC=1.FC(F)(F)C(O)=O. (4) Given the product [Cl:20][C:10]1[C:5]2[S:4][CH:3]=[C:2]([CH3:1])[C:6]=2[N:7]=[CH:8][N:9]=1, predict the reactants needed to synthesize it. The reactants are: [CH3:1][C:2]1[C:6]2[N:7]=[CH:8][NH:9][C:10](=O)[C:5]=2[S:4][CH:3]=1.C(OCC)(=O)C.P(Cl)(Cl)([Cl:20])=O. (5) Given the product [F:44][C:2]1([F:1])[CH2:7][CH2:6][C@H:5]([O:8][C:9]2[C:14]([CH3:15])=[CH:13][C:12]([S:16]([NH:19][C:20]3[CH:25]=[CH:24][N:23]=[CH:22][N:21]=3)(=[O:18])=[O:17])=[C:11]([F:37])[CH:10]=2)[C@@H:4]([C:38]2[N:42]([CH3:43])[N:41]=[CH:40][CH:39]=2)[CH2:3]1, predict the reactants needed to synthesize it. The reactants are: [F:1][C:2]1([F:44])[CH2:7][CH2:6][C@H:5]([O:8][C:9]2[C:14]([CH3:15])=[CH:13][C:12]([S:16]([N:19](CC3C=CC(OC)=CC=3OC)[C:20]3[CH:25]=[CH:24][N:23]=[CH:22][N:21]=3)(=[O:18])=[O:17])=[C:11]([F:37])[CH:10]=2)[C@@H:4]([C:38]2[N:42]([CH3:43])[N:41]=[CH:40][CH:39]=2)[CH2:3]1.C([SiH](CC)CC)C.FC(F)(F)C(O)=O. (6) Given the product [CH:24]([NH:27][C:13]([C:11]1[S:12][C:8]([C:5]2[CH:4]=[CH:3][C:2](=[O:1])[NH:7][N:6]=2)=[C:9]([C:18]2[CH:19]=[CH:20][CH:21]=[CH:22][CH:23]=2)[N:10]=1)=[O:15])([CH3:26])[CH3:25], predict the reactants needed to synthesize it. The reactants are: [O:1]=[C:2]1[NH:7][N:6]=[C:5]([C:8]2[S:12][C:11]([C:13]([O:15]CC)=O)=[N:10][C:9]=2[C:18]2[CH:23]=[CH:22][CH:21]=[CH:20][CH:19]=2)[CH:4]=[CH:3]1.[CH:24]([NH2:27])([CH3:26])[CH3:25]. (7) The reactants are: [H-].[Na+].[O:3]1[C:7]2([CH2:12][CH2:11][CH:10]([CH2:13][CH2:14][OH:15])[CH2:9][CH2:8]2)[O:6][CH2:5][CH2:4]1.[CH2:16](Br)[C:17]1[CH:22]=[CH:21][CH:20]=[CH:19][CH:18]=1.O. Given the product [CH2:16]([O:15][CH2:14][CH2:13][CH:10]1[CH2:11][CH2:12][C:7]2([O:6][CH2:5][CH2:4][O:3]2)[CH2:8][CH2:9]1)[C:17]1[CH:22]=[CH:21][CH:20]=[CH:19][CH:18]=1, predict the reactants needed to synthesize it. (8) Given the product [OH:1][C:2]1[C:3](=[O:17])[NH:4][C:5](=[O:16])[N:6]([CH2:8][CH2:9][C:10]2[CH:15]=[CH:14][CH:13]=[CH:12][C:11]=2[CH3:18])[N:7]=1, predict the reactants needed to synthesize it. The reactants are: [OH:1][C:2]1[C:3](=[O:17])[NH:4][C:5](=[O:16])[N:6]([CH2:8][CH2:9][C:10]2[CH:15]=[CH:14][CH:13]=[CH:12][CH:11]=2)[N:7]=1.[CH3:18]O. (9) The reactants are: C([O:8][N:9]1[C:15](=[O:16])[N:14]2[CH2:17][C@@H:10]1[CH2:11][CH2:12][C@@H:13]2[C:18]([NH:20][NH:21][C:22](=[O:28])[CH2:23][C:24]([F:27])([F:26])[F:25])=[O:19])C1C=CC=CC=1.[H][H]. Given the product [OH:8][N:9]1[C:15](=[O:16])[N:14]2[CH2:17][C@@H:10]1[CH2:11][CH2:12][C@@H:13]2[C:18]([NH:20][NH:21][C:22](=[O:28])[CH2:23][C:24]([F:27])([F:25])[F:26])=[O:19], predict the reactants needed to synthesize it. (10) Given the product [CH3:40][N:37]1[CH2:38][CH2:39][CH:34]([NH:33][C:24]([C:19]2[NH:20][C:21]3[C:17]([C:18]=2[C:27]2[CH:28]=[CH:29][CH:30]=[CH:31][CH:32]=2)=[CH:16][C:15]([NH:14][S:11]([C:8]2[CH:7]=[CH:6][C:5]([C:1]([CH3:2])([CH3:3])[CH3:4])=[CH:10][CH:9]=2)(=[O:12])=[O:13])=[CH:23][CH:22]=3)=[O:26])[CH2:35][CH2:36]1, predict the reactants needed to synthesize it. The reactants are: [C:1]([C:5]1[CH:10]=[CH:9][C:8]([S:11]([NH:14][C:15]2[CH:16]=[C:17]3[C:21](=[CH:22][CH:23]=2)[NH:20][C:19]([C:24]([OH:26])=O)=[C:18]3[C:27]2[CH:32]=[CH:31][CH:30]=[CH:29][CH:28]=2)(=[O:13])=[O:12])=[CH:7][CH:6]=1)([CH3:4])([CH3:3])[CH3:2].[NH2:33][CH:34]1[CH2:39][CH2:38][N:37]([CH3:40])[CH2:36][CH2:35]1.